Dataset: Forward reaction prediction with 1.9M reactions from USPTO patents (1976-2016). Task: Predict the product of the given reaction. Given the reactants [Cl:1][CH2:2][CH2:3][C:4]1[C:9](=[O:10])[N:8]2[CH:11]=[CH:12][CH:13]=[C:14]([OH:15])[C:7]2=[N:6][C:5]=1[CH3:16].[H][H].[OH-].[Na+], predict the reaction product. The product is: [Cl:1][CH2:2][CH2:3][C:4]1[C:9](=[O:10])[N:8]2[CH2:11][CH2:12][CH2:13][CH:14]([OH:15])[C:7]2=[N:6][C:5]=1[CH3:16].